Dataset: Full USPTO retrosynthesis dataset with 1.9M reactions from patents (1976-2016). Task: Predict the reactants needed to synthesize the given product. The reactants are: [F:1][C:2]1[C:7]([C:8]([OH:10])=[O:9])=[C:6]([CH3:11])[C:5]([N+:12]([O-:14])=[O:13])=[CH:4][CH:3]=1.OS(O)(=O)=O.[Br:20]N1C(C)(C)C(=O)N(Br)C1=O. Given the product [Br:20][C:3]1[C:2]([F:1])=[C:7]([C:6]([CH3:11])=[C:5]([N+:12]([O-:14])=[O:13])[CH:4]=1)[C:8]([OH:10])=[O:9], predict the reactants needed to synthesize it.